Dataset: Forward reaction prediction with 1.9M reactions from USPTO patents (1976-2016). Task: Predict the product of the given reaction. (1) The product is: [NH2:29][C:25]1[N:26]=[C:27]([CH3:28])[C:22]([CH2:21][NH:20][C:18]([C:16]2[CH:15]=[N:14][N:13]([CH2:12][C:8]3[CH:9]=[C:10]4[C:5](=[CH:6][CH:7]=3)[N:4]=[CH:3][C:2]([Cl:1])=[CH:11]4)[CH:17]=2)=[O:19])=[C:23]([CH3:37])[CH:24]=1. Given the reactants [Cl:1][C:2]1[CH:3]=[N:4][C:5]2[C:10]([CH:11]=1)=[CH:9][C:8]([CH2:12][N:13]1[CH:17]=[C:16]([C:18]([NH:20][CH2:21][C:22]3[C:23]([CH3:37])=[CH:24][C:25]([NH:29]C(=O)OCCCC)=[N:26][C:27]=3[CH3:28])=[O:19])[CH:15]=[N:14]1)=[CH:7][CH:6]=2.C(Cl)Cl, predict the reaction product. (2) Given the reactants [F:1][C:2]1[CH:7]=[CH:6][N:5]=[C:4]2[N:8]([CH2:11][CH2:12][CH2:13][O:14][CH3:15])[CH:9]=[CH:10][C:3]=12.C1N2CN3CN(C2)CN1C3.FC(F)(F)[C:28](O)=[O:29], predict the reaction product. The product is: [F:1][C:2]1[CH:7]=[CH:6][N:5]=[C:4]2[N:8]([CH2:11][CH2:12][CH2:13][O:14][CH3:15])[CH:9]=[C:10]([CH:28]=[O:29])[C:3]=12. (3) Given the reactants [CH2:1]([OH:4])[CH2:2][OH:3].N1C=CC=CC=1.Cl[Si:12]([CH:19]([CH3:21])[CH3:20])([CH:16]([CH3:18])[CH3:17])[CH:13]([CH3:15])[CH3:14], predict the reaction product. The product is: [CH:13]([Si:12]([CH:19]([CH3:21])[CH3:20])([CH:16]([CH3:18])[CH3:17])[O:3][CH2:2][CH2:1][OH:4])([CH3:15])[CH3:14]. (4) Given the reactants [NH2:1][C:2](=[N:33]O)[C:3]1[CH:32]=[CH:31][C:6]([O:7][CH2:8][CH2:9][CH2:10][CH:11]2[CH2:16][CH2:15][N:14]([CH2:17][CH2:18][CH2:19][O:20][C:21]3[CH:30]=[CH:29][C:24]([C:25]([NH2:28])=[N:26]O)=[CH:23][CH:22]=3)[CH2:13][CH2:12]2)=[CH:5][CH:4]=1, predict the reaction product. The product is: [NH2:33][C:2](=[NH:1])[C:3]1[CH:32]=[CH:31][C:6]([O:7][CH2:8][CH2:9][CH2:10][CH:11]2[CH2:16][CH2:15][N:14]([CH2:17][CH2:18][CH2:19][O:20][C:21]3[CH:22]=[CH:23][C:24]([C:25]([NH2:28])=[NH:26])=[CH:29][CH:30]=3)[CH2:13][CH2:12]2)=[CH:5][CH:4]=1. (5) Given the reactants [S:1]1[CH:5]=[CH:4][CH:3]=[C:2]1[C:6]1[O:7][C:8]2[CH:14]=[C:13]([C:15](OC)=[O:16])[CH:12]=[CH:11][C:9]=2[N:10]=1.C(=O)=O.CC(C)=O.[H-].[Al+3].[Li+].[H-].[H-].[H-].[OH-].[Na+].S([O-])([O-])(=O)=O.[Mg+2], predict the reaction product. The product is: [S:1]1[CH:5]=[CH:4][CH:3]=[C:2]1[C:6]1[O:7][C:8]2[CH:14]=[C:13]([CH2:15][OH:16])[CH:12]=[CH:11][C:9]=2[N:10]=1. (6) The product is: [F:23][C:19]1[CH:18]=[C:17]([CH:22]=[CH:21][CH:20]=1)[CH2:16][N:14]1[CH:15]=[C:11]([C:10]2[C:4]3[C:5](=[N:6][CH:7]=[C:2]([C:40]4[CH:39]=[CH:38][C:37]([N:51]5[CH2:56][CH2:55][N:54]([C:57]([O:59][C:60]([CH3:61])([CH3:62])[CH3:63])=[O:58])[CH2:53][CH2:52]5)=[C:36]([O:35][CH3:34])[CH:41]=4)[CH:3]=3)[N:8]([S:24]([C:27]3[CH:28]=[CH:29][C:30]([CH3:31])=[CH:32][CH:33]=3)(=[O:26])=[O:25])[CH:9]=2)[CH:12]=[N:13]1. Given the reactants Br[C:2]1[CH:3]=[C:4]2[C:10]([C:11]3[CH:12]=[N:13][N:14]([CH2:16][C:17]4[CH:22]=[CH:21][CH:20]=[C:19]([F:23])[CH:18]=4)[CH:15]=3)=[CH:9][N:8]([S:24]([C:27]3[CH:33]=[CH:32][C:30]([CH3:31])=[CH:29][CH:28]=3)(=[O:26])=[O:25])[C:5]2=[N:6][CH:7]=1.[CH3:34][O:35][C:36]1[CH:41]=[C:40](B2OC(C)(C)C(C)(C)O2)[CH:39]=[CH:38][C:37]=1[N:51]1[CH2:56][CH2:55][N:54]([C:57]([O:59][C:60]([CH3:63])([CH3:62])[CH3:61])=[O:58])[CH2:53][CH2:52]1.C(=O)([O-])[O-].[Na+].[Na+], predict the reaction product. (7) Given the reactants C([O:8][C:9]1[CH:14]=[CH:13][C:12]([NH:15][C:16]([C:18]2[C:22]3[CH2:23][CH2:24][CH2:25][CH2:26][C:21]=3[S:20][C:19]=2[NH:27][C:28](=[O:42])[C:29]2[CH:34]=[CH:33][CH:32]=[C:31]([CH2:35][N:36]3[CH2:41][CH2:40][O:39][CH2:38][CH2:37]3)[CH:30]=2)=[O:17])=[CH:11][CH:10]=1)C1C=CC=CC=1.C(O)(C(F)(F)F)=O.CC1C=C(C)C(C)=C(C)C=1C, predict the reaction product. The product is: [OH:8][C:9]1[CH:10]=[CH:11][C:12]([NH:15][C:16]([C:18]2[C:22]3[CH2:23][CH2:24][CH2:25][CH2:26][C:21]=3[S:20][C:19]=2[NH:27][C:28](=[O:42])[C:29]2[CH:34]=[CH:33][CH:32]=[C:31]([CH2:35][N:36]3[CH2:37][CH2:38][O:39][CH2:40][CH2:41]3)[CH:30]=2)=[O:17])=[CH:13][CH:14]=1. (8) Given the reactants FC(F)(F)S(O[C:7]1[CH:16]=[C:15]2[C:10]([CH:11]=[CH:12][CH:13]=[N:14]2)=[CH:9][CH:8]=1)(=O)=O.[B:19]1([B:19]2[O:23][C:22]([CH3:25])([CH3:24])[C:21]([CH3:27])([CH3:26])[O:20]2)[O:23][C:22]([CH3:25])([CH3:24])[C:21]([CH3:27])([CH3:26])[O:20]1.C([O-])(=O)C.[K+].C(OCC)(=O)C, predict the reaction product. The product is: [CH3:26][C:21]1([CH3:27])[C:22]([CH3:25])([CH3:24])[O:23][B:19]([C:7]2[CH:16]=[C:15]3[C:10]([CH:11]=[CH:12][CH:13]=[N:14]3)=[CH:9][CH:8]=2)[O:20]1. (9) Given the reactants [OH:1][C:2]1[CH:7]=[C:6]([Cl:8])[N:5]=[N:4][C:3]=1Cl.[CH:10]1([C:13]2[CH:18]=[CH:17][CH:16]=[C:15]([CH3:19])[C:14]=2[OH:20])[CH2:12][CH2:11]1.[OH-].[K+].Cl, predict the reaction product. The product is: [Cl:8][C:6]1[N:5]=[N:4][C:3]([O:20][C:14]2[C:15]([CH3:19])=[CH:16][CH:17]=[CH:18][C:13]=2[CH:10]2[CH2:11][CH2:12]2)=[C:2]([OH:1])[CH:7]=1.